From a dataset of Catalyst prediction with 721,799 reactions and 888 catalyst types from USPTO. Predict which catalyst facilitates the given reaction. (1) Product: [Br:1][C:2]1[CH:7]=[CH:6][C:5]2[S:8][CH2:9][C:10](=[O:11])[C:4]=2[CH:3]=1. The catalyst class is: 26. Reactant: [Br:1][C:2]1[CH:7]=[CH:6][C:5]([S:8][CH2:9][C:10](Cl)=[O:11])=[CH:4][CH:3]=1.[Cl-].[Al+3].[Cl-].[Cl-].Cl. (2) Reactant: [CH3:1][C:2]1[CH:7]=[CH:6][C:5]([C:8]2[CH2:13][CH2:12][CH2:11][CH2:10][C:9]=2[C:14]([NH:16][C:17]2[CH:22]=[CH:21][C:20]([N:23]3[CH2:28][CH2:27][NH:26][CH2:25][CH2:24]3)=[CH:19][CH:18]=2)=[O:15])=[CH:4][CH:3]=1.[C:29]([C:31]1[CH:32]=[C:33]([CH:36]=[CH:37][CH:38]=1)[CH:34]=O)#[N:30].C(O[BH-](OC(=O)C)OC(=O)C)(=O)C.[Na+].C(=O)([O-])[O-].[K+].[K+]. Product: [C:29]([C:31]1[CH:32]=[C:33]([CH:36]=[CH:37][CH:38]=1)[CH2:34][N:26]1[CH2:27][CH2:28][N:23]([C:20]2[CH:19]=[CH:18][C:17]([NH:16][C:14]([C:9]3[CH2:10][CH2:11][CH2:12][CH2:13][C:8]=3[C:5]3[CH:4]=[CH:3][C:2]([CH3:1])=[CH:7][CH:6]=3)=[O:15])=[CH:22][CH:21]=2)[CH2:24][CH2:25]1)#[N:30]. The catalyst class is: 46. (3) Reactant: [OH:1][CH:2]1[CH2:7][CH2:6][N:5]([C:8]([O:10][C:11]([CH3:14])([CH3:13])[CH3:12])=[O:9])[CH2:4][CH2:3]1.Cl[C:16]1[N:24]=[CH:23][N:22]=[C:21]2[C:17]=1[N:18]=[C:19]([C:27]1[CH:28]=[N:29][C:30]([CH3:33])=[N:31][CH:32]=1)[N:20]2[CH2:25][CH3:26].[H-].[Na+]. Product: [CH2:25]([N:20]1[C:19]([C:27]2[CH:32]=[N:31][C:30]([CH3:33])=[N:29][CH:28]=2)=[N:18][C:17]2[C:21]1=[N:22][CH:23]=[N:24][C:16]=2[O:1][CH:2]1[CH2:3][CH2:4][N:5]([C:8]([O:10][C:11]([CH3:14])([CH3:13])[CH3:12])=[O:9])[CH2:6][CH2:7]1)[CH3:26]. The catalyst class is: 1. (4) Reactant: ClC1N=C(/C=C(/C2C=C(N[S:18]([C:21]3[C:26]([F:27])=[CH:25][CH:24]=[CH:23][C:22]=3[F:28])(=[O:20])=[O:19])C=CC=2)\O)C=CN=1.[NH2:29][C:30]1[C:31]([Cl:40])=[C:32]([CH:37]=[CH:38][CH:39]=1)[C:33]([O:35][CH3:36])=[O:34].N1C=CC=CC=1.FC1C=CC=C(F)C=1S(Cl)(=O)=O. Product: [Cl:40][C:31]1[C:30]([NH:29][S:18]([C:21]2[C:26]([F:27])=[CH:25][CH:24]=[CH:23][C:22]=2[F:28])(=[O:20])=[O:19])=[CH:39][CH:38]=[CH:37][C:32]=1[C:33]([O:35][CH3:36])=[O:34]. The catalyst class is: 2. (5) Reactant: [H-].[Na+].[C:3]1([C:9]2[O:10][CH:11]=[C:12]3[C:20]4[CH:19]=[CH:18][CH:17]=[CH:16][C:15]=4[NH:14][C:13]=23)[CH:8]=[CH:7][CH:6]=[CH:5][CH:4]=1.C1OCCOCCOCCOCCOC1.[Br:36][C:37]1[CH:42]=[CH:41][CH:40]=[CH:39][C:38]=1[S:43](Cl)(=[O:45])=[O:44]. Product: [Br:36][C:37]1[CH:42]=[CH:41][CH:40]=[CH:39][C:38]=1[S:43]([N:14]1[C:15]2[CH:16]=[CH:17][CH:18]=[CH:19][C:20]=2[C:12]2=[CH:11][O:10][C:9]([C:3]3[CH:4]=[CH:5][CH:6]=[CH:7][CH:8]=3)=[C:13]12)(=[O:45])=[O:44]. The catalyst class is: 1. (6) Reactant: Cl.[NH2:2][CH:3]1[CH2:8][CH2:7][CH2:6][NH:5][C:4]1=[O:9].C([O-])([O-])=O.[K+].[K+].[F:16][C:17]1[CH:25]=[CH:24][C:20]([C:21](Cl)=[O:22])=[CH:19][CH:18]=1. The catalyst class is: 22. Product: [F:16][C:17]1[CH:25]=[CH:24][C:20]([C:21]([NH:2][CH:3]2[CH2:8][CH2:7][CH2:6][NH:5][C:4]2=[O:9])=[O:22])=[CH:19][CH:18]=1.